From a dataset of Forward reaction prediction with 1.9M reactions from USPTO patents (1976-2016). Predict the product of the given reaction. (1) Given the reactants [Cl:1][C:2]1[C:3](Cl)=[N:4][CH:5]=[C:6]([CH:13]=1)[C:7]([N:9]([O:11][CH3:12])[CH3:10])=[O:8].[C:15]([O:19][C:20]([N:22]1[CH2:27][CH2:26][NH:25][CH2:24][CH2:23]1)=[O:21])([CH3:18])([CH3:17])[CH3:16], predict the reaction product. The product is: [C:15]([O:19][C:20]([N:22]1[CH2:27][CH2:26][N:25]([C:3]2[C:2]([Cl:1])=[CH:13][C:6]([C:7](=[O:8])[N:9]([O:11][CH3:12])[CH3:10])=[CH:5][N:4]=2)[CH2:24][CH2:23]1)=[O:21])([CH3:18])([CH3:16])[CH3:17]. (2) Given the reactants [CH3:1][O:2][C:3]1[CH:4]=[CH:5][C:6]2[N:11]=[CH:10][C:9](=[O:12])[N:8]([C:13]3[CH:14]=[C:15]4[CH2:22][O:21][CH2:20][CH:19]([CH2:23][NH:24]C(=O)OC(C)(C)C)[C:16]4=[N:17][CH:18]=3)[C:7]=2[N:32]=1.C(O)(C(F)(F)F)=O, predict the reaction product. The product is: [NH2:24][CH2:23][CH:19]1[C:16]2=[N:17][CH:18]=[C:13]([N:8]3[C:9](=[O:12])[CH:10]=[N:11][C:6]4[CH:5]=[CH:4][C:3]([O:2][CH3:1])=[N:32][C:7]3=4)[CH:14]=[C:15]2[CH2:22][O:21][CH2:20]1.